This data is from Full USPTO retrosynthesis dataset with 1.9M reactions from patents (1976-2016). The task is: Predict the reactants needed to synthesize the given product. (1) Given the product [Cl:1][C:2]1[CH:7]=[C:6]([F:8])[CH:5]=[C:4]([Cl:9])[C:3]=1[NH:10][C:11]1[C:20]2[CH:19]=[CH:18][NH:17][C:16](=[O:29])[C:15]=2[C:14]2[CH:30]=[C:31]([N:34]3[CH2:39][CH2:38][O:37][CH2:36][CH2:35]3)[CH:32]=[CH:33][C:13]=2[N:12]=1, predict the reactants needed to synthesize it. The reactants are: [Cl:1][C:2]1[CH:7]=[C:6]([F:8])[CH:5]=[C:4]([Cl:9])[C:3]=1[N:10](COCC[Si](C)(C)C)[C:11]1[C:20]2[CH:19]=[CH:18][N:17](COCC[Si](C)(C)C)[C:16](=[O:29])[C:15]=2[C:14]2[CH:30]=[C:31]([N:34]3[CH2:39][CH2:38][O:37][CH2:36][CH2:35]3)[CH:32]=[CH:33][C:13]=2[N:12]=1.C(O)(C(F)(F)F)=O. (2) The reactants are: C[Si](C)(C)N[Si](C)(C)C.[Na].[NH2:11][C:12]1[CH:17]=[CH:16][N:15]=[C:14]2[O:18][CH2:19][O:20][C:13]=12.Cl[C:22]1[C:31]2[C:26](=[CH:27][C:28]([O:34][CH2:35][CH2:36][Cl:37])=[C:29]([O:32][CH3:33])[CH:30]=2)[N:25]=[CH:24][N:23]=1. Given the product [Cl:37][CH2:36][CH2:35][O:34][C:28]1[CH:27]=[C:26]2[C:31]([C:22]([NH:11][C:12]3[CH:17]=[CH:16][N:15]=[C:14]4[O:18][CH2:19][O:20][C:13]=34)=[N:23][CH:24]=[N:25]2)=[CH:30][C:29]=1[O:32][CH3:33], predict the reactants needed to synthesize it. (3) Given the product [CH3:22][N:23]1[CH:27]=[CH:26][C:25]([N:28]2[CH2:20][CH2:19][N:4]([C:5]3[C:6]([CH3:18])=[C:7]([CH3:17])[C:8]4[O:12][C:11]([CH3:14])([CH3:13])[CH2:10][C:9]=4[C:15]=3[CH3:16])[CH2:3][CH2:2]2)=[N:24]1, predict the reactants needed to synthesize it. The reactants are: Cl[CH2:2][CH2:3][N:4]([CH2:19][CH2:20]Cl)[C:5]1[C:6]([CH3:18])=[C:7]([CH3:17])[C:8]2[O:12][C:11]([CH3:14])([CH3:13])[CH2:10][C:9]=2[C:15]=1[CH3:16].[CH3:22][N:23]1[CH:27]=[CH:26][C:25]([NH2:28])=[N:24]1. (4) Given the product [CH3:46][C:45]1[CH:44]=[CH:43][C:21]([C:22]([NH:24][C:25]2[CH:30]=[CH:29][C:28]([CH2:31][N:32]3[CH2:37][CH2:36][N:35]([CH3:38])[CH2:34][CH2:33]3)=[C:27]([C:39]([F:40])([F:42])[F:41])[CH:26]=2)=[O:23])=[CH:20][C:19]=1[C:17]#[C:18][C:2]1[CH:3]=[CH:4][C:5]([C:8]2[NH:9][C:10]([C:13]([F:16])([F:15])[F:14])=[CH:11][N:12]=2)=[N:6][CH:7]=1, predict the reactants needed to synthesize it. The reactants are: Br[C:2]1[CH:3]=[CH:4][C:5]([C:8]2[NH:9][C:10]([C:13]([F:16])([F:15])[F:14])=[CH:11][N:12]=2)=[N:6][CH:7]=1.[C:17]([C:19]1[CH:20]=[C:21]([CH:43]=[CH:44][C:45]=1[CH3:46])[C:22]([NH:24][C:25]1[CH:30]=[CH:29][C:28]([CH2:31][N:32]2[CH2:37][CH2:36][N:35]([CH3:38])[CH2:34][CH2:33]2)=[C:27]([C:39]([F:42])([F:41])[F:40])[CH:26]=1)=[O:23])#[CH:18].